Dataset: Full USPTO retrosynthesis dataset with 1.9M reactions from patents (1976-2016). Task: Predict the reactants needed to synthesize the given product. (1) Given the product [Cl:1][C:2]1[CH:3]=[C:4]([N:11]([S:15]([C:18]2[CH:23]=[CH:22][C:21]([Cl:24])=[C:20]([C:25]([F:27])([F:26])[F:28])[CH:19]=2)(=[O:16])=[O:17])[CH2:12][O:13][CH3:14])[C:5]([C:8]([Cl:32])=[O:9])=[N:6][CH:7]=1, predict the reactants needed to synthesize it. The reactants are: [Cl:1][C:2]1[CH:3]=[C:4]([N:11]([S:15]([C:18]2[CH:23]=[CH:22][C:21]([Cl:24])=[C:20]([C:25]([F:28])([F:27])[F:26])[CH:19]=2)(=[O:17])=[O:16])[CH2:12][O:13][CH3:14])[C:5]([C:8](O)=[O:9])=[N:6][CH:7]=1.C(Cl)(=O)C([Cl:32])=O. (2) Given the product [Cl:1][C:2]1[CH:3]=[C:4]([C:13]2[C:22]3[C:17](=[CH:18][C:32]4[C:29]([NH2:28])=[N:44][O:36][C:33]=4[CH:34]=3)[CH:16]=[C:15]([CH3:26])[N:14]=2)[CH:5]=[N:6][C:7]=1[O:8][CH2:9][CH:10]([CH3:11])[CH3:12], predict the reactants needed to synthesize it. The reactants are: [Cl:1][C:2]1[CH:3]=[C:4]([C:13]2[C:22]3[C:17](=[CH:18]C(C#N)=C(F)C=3)[CH:16]=[C:15]([CH3:26])[N:14]=2)[CH:5]=[N:6][C:7]=1[O:8][CH2:9][CH:10]([CH3:12])[CH3:11].O[NH:28][C:29](=O)C.[CH3:32][C:33]([O-:36])(C)[CH3:34].[K+].C1COCC1.C[N:44](C=O)C.